Dataset: Forward reaction prediction with 1.9M reactions from USPTO patents (1976-2016). Task: Predict the product of the given reaction. (1) Given the reactants I[C:2]1[C:3](=[O:9])[NH:4][C:5](=[O:8])[NH:6][CH:7]=1.[CH:10]#[C:11][CH2:12][CH2:13][CH2:14][CH3:15].C(N([CH:22]([CH3:24])[CH3:23])CC)(C)C.C(Cl)(Cl)Cl.CO, predict the reaction product. The product is: [CH2:24]([C:22]1[O:9][C:3]2=[N:4][C:5](=[O:8])[NH:6][CH:7]=[C:2]2[CH:23]=1)[CH2:10][CH2:11][CH2:12][CH2:13][CH2:14][CH3:15]. (2) The product is: [Cl:14][C:15]1[N:19]2[N:20]=[C:21]([N:1]3[CH2:6][CH2:5][O:4][CH2:3][CH2:2]3)[CH:22]=[CH:23][C:18]2=[N:17][N:16]=1. Given the reactants [NH:1]1[CH2:6][CH2:5][O:4][CH2:3][CH2:2]1.C(N(CC)CC)C.[Cl:14][C:15]1[N:19]2[N:20]=[C:21](Cl)[CH:22]=[CH:23][C:18]2=[N:17][N:16]=1.O, predict the reaction product. (3) Given the reactants Br[CH2:2][CH2:3]Br.C[Si](Cl)(C)C.[CH3:10][O:11][C:12](=[O:22])/[C:13](/I)=[CH:14]\[CH:15]1[CH2:20][CH2:19][CH2:18][CH2:17][CH2:16]1.[C:23]1(P([C:23]2[CH:28]=[CH:27][CH:26]=[CH:25][CH:24]=2)[C:23]2[CH:28]=[CH:27][CH:26]=[CH:25][CH:24]=2)[CH:28]=[CH:27][CH:26]=[CH:25][CH:24]=1.[NH:42]1C=[N:45][N:44]=[N:43]1.[Cl-:47].[NH4+], predict the reaction product. The product is: [CH3:10][O:11][C:12](=[O:22])/[C:13](/[C:27]1[CH:26]=[CH:25][C:24]([N:42]2[C:2]([CH3:3])=[N:45][N:44]=[N:43]2)=[C:23]([Cl:47])[CH:28]=1)=[CH:14]/[CH:15]1[CH2:20][CH2:19][CH2:18][CH2:17][CH2:16]1. (4) Given the reactants [NH2:1][C:2]1[N:7]=[CH:6][C:5]([C:8]([N:10]=[S:11]([CH2:14][CH2:15][CH2:16][CH2:17][C:18]([O:20][CH3:21])=[O:19])([CH3:13])=[O:12])=[O:9])=[CH:4][C:3]=1[C:22]#[C:23][C:24]1[CH:29]=[CH:28][CH:27]=[C:26]([NH2:30])[CH:25]=1.[F:31][C:32]1[CH:40]=[CH:39][C:38]([CH3:41])=[CH:37][C:33]=1[C:34](O)=[O:35].CCN=C=NCCCN(C)C, predict the reaction product. The product is: [NH2:1][C:2]1[N:7]=[CH:6][C:5]([C:8]([N:10]=[S:11]([CH2:14][CH2:15][CH2:16][CH2:17][C:18]([O:20][CH3:21])=[O:19])([CH3:13])=[O:12])=[O:9])=[CH:4][C:3]=1[C:22]#[C:23][C:24]1[CH:29]=[CH:28][CH:27]=[C:26]([NH:30][C:34](=[O:35])[C:33]2[CH:37]=[C:38]([CH3:41])[CH:39]=[CH:40][C:32]=2[F:31])[CH:25]=1.